This data is from Catalyst prediction with 721,799 reactions and 888 catalyst types from USPTO. The task is: Predict which catalyst facilitates the given reaction. (1) Reactant: [C:1]([C:3]1[C:8]2[S:9][CH:10]=[CH:11][C:7]=2[C:6]([NH:12][C@H:13]([C@@H:17]([OH:19])[CH3:18])[C:14]([OH:16])=O)=[CH:5][CH:4]=1)#[N:2].[C:20]([NH:28][NH2:29])(=[O:27])[C:21]1[CH:26]=[CH:25][CH:24]=[CH:23][CH:22]=1.C1C=CC2N(O)N=NC=2C=1.C(Cl)CCl.CCN(CC)CC. Product: [C:1]([C:3]1[C:8]2[S:9][CH:10]=[CH:11][C:7]=2[C:6]([NH:12][C@H:13]([C@@H:17]([OH:19])[CH3:18])[C:14]([NH:29][NH:28][C:20](=[O:27])[C:21]2[CH:26]=[CH:25][CH:24]=[CH:23][CH:22]=2)=[O:16])=[CH:5][CH:4]=1)#[N:2]. The catalyst class is: 118. (2) The catalyst class is: 40. Product: [Na+:34].[Br:1][C:2]1[CH:3]=[CH:4][C:5]([CH2:8][CH2:9][S:31]([O-:33])(=[O:32])=[O:30])=[CH:6][CH:7]=1. Reactant: [Br:1][C:2]1[CH:7]=[CH:6][C:5]([CH2:8][CH2:9]OS(C)(=O)=O)=[CH:4][CH:3]=1.BrC1C=CC(CCO)=CC=1.CS(Cl)(=O)=O.[O-:30][S:31]([O-:33])=[O:32].[Na+:34].[Na+]. (3) Reactant: C1C2C(COC([NH:18][C:19]3([C:32]([O:34][CH3:35])=[O:33])[CH2:24][CH2:23][N:22]([C:25]([O:27][C:28]([CH3:31])([CH3:30])[CH3:29])=[O:26])[CH2:21][CH2:20]3)=O)C3C(=CC=CC=3)C=2C=CC=1.N1CCCCC1. Product: [NH2:18][C:19]1([C:32]([O:34][CH3:35])=[O:33])[CH2:20][CH2:21][N:22]([C:25]([O:27][C:28]([CH3:29])([CH3:30])[CH3:31])=[O:26])[CH2:23][CH2:24]1. The catalyst class is: 12. (4) Reactant: [CH2:1]([Li])[CH2:2][CH2:3][CH3:4].[Cl:6][C:7]1[CH:12]=[CH:11][C:10]([O:13][C:14]2[CH:21]=CC(C=O)=[CH:16][C:15]=2[F:22])=[CH:9][C:8]=1[C:23]([F:26])([F:25])[F:24]. Product: [CH:3]([C:2]1[CH:1]=[CH:21][C:14]([O:13][C:10]2[CH:11]=[CH:12][C:7]([Cl:6])=[C:8]([C:23]([F:25])([F:26])[F:24])[CH:9]=2)=[C:15]([F:22])[CH:16]=1)=[CH2:4]. The catalyst class is: 307. (5) Reactant: [C:1]([O:4][C@H:5]1[C@H:10]([O:11][C:12](=[O:14])[CH3:13])[C@@H:9]([NH:15][C:16](=[O:18])[CH3:17])[C@H:8]([O:19][CH2:20][C:21]2[CH:26]=[CH:25][CH:24]=[CH:23][CH:22]=2)[O:7][C@@H:6]1[CH2:27][O:28][C:29](=[O:31])[CH3:30])(=[O:3])[CH3:2].[C:32](O[C:32]([O:34][C:35]([CH3:38])([CH3:37])[CH3:36])=[O:33])([O:34][C:35]([CH3:38])([CH3:37])[CH3:36])=[O:33]. Product: [C:1]([O:4][C@H:5]1[C@H:10]([O:11][C:12](=[O:14])[CH3:13])[C@@H:9]([N:15]([C:32]([O:34][C:35]([CH3:38])([CH3:37])[CH3:36])=[O:33])[C:16](=[O:18])[CH3:17])[C@H:8]([O:19][CH2:20][C:21]2[CH:26]=[CH:25][CH:24]=[CH:23][CH:22]=2)[O:7][C@@H:6]1[CH2:27][O:28][C:29](=[O:31])[CH3:30])(=[O:3])[CH3:2]. The catalyst class is: 527. (6) Reactant: Cl.[N:2]1([CH2:8][CH2:9][CH2:10][O:11][C:12]2[CH:20]=[CH:19][C:15]([C:16]([Cl:18])=[O:17])=[CH:14][CH:13]=2)[CH2:7][CH2:6][CH2:5][CH2:4][CH2:3]1.[C:21]([C:23]1[CH:32]=[C:31]2[C:26]([CH2:27][CH2:28][NH:29][CH2:30]2)=[CH:25][CH:24]=1)#[N:22].CCN(CC1C=CC=CC=1)CC.C=CC1C=CC=CC=1.C=CC1C=CC(C=C)=CC=1. Product: [ClH:18].[N:2]1([CH2:8][CH2:9][CH2:10][O:11][C:12]2[CH:20]=[CH:19][C:15]([C:16]([N:29]3[CH2:28][CH2:27][C:26]4[C:31](=[CH:32][C:23]([C:21]#[N:22])=[CH:24][CH:25]=4)[CH2:30]3)=[O:17])=[CH:14][CH:13]=2)[CH2:7][CH2:6][CH2:5][CH2:4][CH2:3]1. The catalyst class is: 2.